This data is from Full USPTO retrosynthesis dataset with 1.9M reactions from patents (1976-2016). The task is: Predict the reactants needed to synthesize the given product. (1) Given the product [CH3:30][C:21]1[CH:26]=[CH:25][CH:24]=[CH:23][C:22]=1[C:27]1[CH:28]=[N:1][C:2]2[C:3]([C:12]=1[C:14]1[CH:15]=[C:16]([OH:20])[CH:17]=[CH:18][CH:19]=1)=[CH:4][CH:5]=[CH:6][C:7]=2[C:8]([F:11])([F:10])[F:9], predict the reactants needed to synthesize it. The reactants are: [NH2:1][C:2]1[C:7]([C:8]([F:11])([F:10])[F:9])=[CH:6][CH:5]=[CH:4][C:3]=1[C:12]([C:14]1[CH:19]=[CH:18][CH:17]=[C:16]([OH:20])[CH:15]=1)=O.[C:21]1([CH3:30])[CH:26]=[CH:25][CH:24]=[CH:23][C:22]=1[CH2:27][CH:28]=O. (2) Given the product [Br:1][C:2]1[CH:8]=[C:7]2[C:5](=[CH:4][CH:3]=1)[NH:6][C:23]([CH3:24])([CH3:25])[CH:22]=[C:21]2[CH3:19], predict the reactants needed to synthesize it. The reactants are: [Br:1][C:2]1[CH:8]=[CH:7][C:5]([NH2:6])=[CH:4][CH:3]=1.S([O-])([O-])(=O)=O.[Mg+2].II.C1([C:19](=[CH:21][CH:22]=[CH:23][CH:24]=1)O)O.[CH3:25]C(C)=O. (3) Given the product [ClH:1].[Cl:28][C:43]1[CH:42]=[C:41]([S:45]([C:48]2[CH:49]=[CH:50][CH:51]=[CH:52][CH:53]=2)(=[O:46])=[O:47])[CH:40]=[C:39]2[C:44]=1[N:36]([CH:33]1[CH2:34][CH2:35][N:30]([CH3:29])[CH2:31][CH2:32]1)[CH2:37][CH2:38]2, predict the reactants needed to synthesize it. The reactants are: [Cl:1]C1C=C(S(C2C=CC=CC=2)(=O)=O)C=C2C=1N(C1CCNCC1)CC2.C=O.[ClH:28].[CH3:29][N:30]1[CH2:35][CH2:34][CH:33]([N:36]2[C:44]3[C:39](=[CH:40][C:41]([S:45]([C:48]4[CH:53]=[CH:52][CH:51]=[CH:50][CH:49]=4)(=[O:47])=[O:46])=[CH:42][CH:43]=3)[CH2:38][CH2:37]2)[CH2:32][CH2:31]1. (4) Given the product [OH:13][C:4]1[C:5]([C:9]([F:11])([F:10])[F:12])=[CH:6][C:7]([CH:24]=[O:25])=[CH:8][C:3]=1[O:2][CH3:1], predict the reactants needed to synthesize it. The reactants are: [CH3:1][O:2][C:3]1[CH:8]=[CH:7][CH:6]=[C:5]([C:9]([F:12])([F:11])[F:10])[C:4]=1[OH:13].C1N2CN3CN(C2)CN1C3.[C:24](O)(C(F)(F)F)=[O:25]. (5) Given the product [CH3:1][C:2]1[CH:3]=[C:4]([CH:10]=[C:11]([CH3:13])[CH:12]=1)[O:5][CH2:6][C:7]([Cl:16])=[O:8], predict the reactants needed to synthesize it. The reactants are: [CH3:1][C:2]1[CH:3]=[C:4]([CH:10]=[C:11]([CH3:13])[CH:12]=1)[O:5][CH2:6][C:7](O)=[O:8].S(Cl)([Cl:16])=O.